This data is from Forward reaction prediction with 1.9M reactions from USPTO patents (1976-2016). The task is: Predict the product of the given reaction. (1) Given the reactants [F:1][C:2]1[CH:19]=[CH:18][C:5]([CH2:6][O:7][C:8]2[N:13]=[CH:12][C:11]([C:14](=O)[CH3:15])=[CH:10][C:9]=2[CH3:17])=[CH:4][CH:3]=1.[CH3:20][C:21]([S@:24]([NH2:26])=[O:25])([CH3:23])[CH3:22], predict the reaction product. The product is: [F:1][C:2]1[CH:19]=[CH:18][C:5]([CH2:6][O:7][C:8]2[N:13]=[CH:12][C:11]([CH:14]([NH:26][S@@:24]([C:21]([CH3:23])([CH3:22])[CH3:20])=[O:25])[CH3:15])=[CH:10][C:9]=2[CH3:17])=[CH:4][CH:3]=1. (2) The product is: [CH2:1]=[CH:2][C:3]1[CH:8]=[CH:7][CH:6]=[CH:5][CH:4]=1.[C:9]([O-:14])(=[O:13])[C:10]([CH3:12])=[CH2:11]. Given the reactants [CH2:1]=[CH:2][C:3]1[CH:8]=[CH:7][CH:6]=[CH:5][CH:4]=1.[C:9]([OH:14])(=[O:13])[C:10]([CH3:12])=[CH2:11].N(C(C)(C)C(OC)=O)=NC(C)(C)C(OC)=O, predict the reaction product. (3) Given the reactants [O:1]1[C:3]2([CH2:7][CH2:6][CH2:5][CH2:4]2)[CH:2]1[C:8]1[CH:9]=[C:10]([CH:15]=[CH:16][CH:17]=1)[C:11]([O:13][CH3:14])=[O:12].Cl([O-])(=O)(=O)=O.[Li+].[CH2:24]([NH2:27])[CH:25]=[CH2:26], predict the reaction product. The product is: [OH:1][C:3]1([CH:2]([NH:27][CH2:24][CH:25]=[CH2:26])[C:8]2[CH:9]=[C:10]([CH:15]=[CH:16][CH:17]=2)[C:11]([O:13][CH3:14])=[O:12])[CH2:7][CH2:6][CH2:5][CH2:4]1. (4) Given the reactants N#N.[CH3:3][C:4]1([C:9]2[CH:13]=[C:12]([CH2:14][N:15]3[N:19]=[C:18]([N+:20]([O-])=O)[CH:17]=[N:16]3)[O:11][N:10]=2)[O:8][CH2:7][CH2:6][O:5]1.[NH4+].[Cl-], predict the reaction product. The product is: [CH3:3][C:4]1([C:9]2[CH:13]=[C:12]([CH2:14][N:15]3[N:19]=[C:18]([NH2:20])[CH:17]=[N:16]3)[O:11][N:10]=2)[O:5][CH2:6][CH2:7][O:8]1. (5) Given the reactants N(C(OCC)=O)=NC(OCC)=O.[NH2:13][C:14]1[CH:19]=[CH:18][C:17]([OH:20])=[CH:16][C:15]=1[N+:21]([O-:23])=[O:22].[CH2:24](O)[C:25]1[CH:30]=[CH:29][CH:28]=[CH:27][CH:26]=1.C1(P(C2C=CC=CC=2)C2C=CC=CC=2)C=CC=CC=1, predict the reaction product. The product is: [CH2:24]([O:20][C:17]1[CH:18]=[CH:19][C:14]([NH2:13])=[C:15]([N+:21]([O-:23])=[O:22])[CH:16]=1)[C:25]1[CH:30]=[CH:29][CH:28]=[CH:27][CH:26]=1.